From a dataset of Catalyst prediction with 721,799 reactions and 888 catalyst types from USPTO. Predict which catalyst facilitates the given reaction. (1) Reactant: O[C:2]1[C:11]2[C:6](=[N:7][CH:8]=[CH:9][CH:10]=2)[N:5]([C:12]2[CH:17]=[CH:16][CH:15]=[CH:14][CH:13]=2)[C:4](=[O:18])[C:3]=1[C:19](=O)[CH2:20][C:21]1[CH:26]=[C:25]([O:27][CH3:28])[CH:24]=[CH:23][C:22]=1[O:29][CH3:30].O.[NH2:33][NH2:34]. Product: [CH3:30][O:29][C:22]1[CH:23]=[CH:24][C:25]([O:27][CH3:28])=[CH:26][C:21]=1[CH2:20][C:19]1[C:3]2[C:4](=[O:18])[N:5]([C:12]3[CH:13]=[CH:14][CH:15]=[CH:16][CH:17]=3)[C:6]3[N:7]=[CH:8][CH:9]=[CH:10][C:11]=3[C:2]=2[NH:34][N:33]=1. The catalyst class is: 3. (2) The catalyst class is: 4. Reactant: C(OC(=O)[NH:10][C@@H:11]([C:13]1[N:17]=[C:16]([CH3:18])[O:15][N:14]=1)[CH3:12])C1C=CC=CC=1.B(Cl)(Cl)Cl. Product: [CH3:18][C:16]1[O:15][N:14]=[C:13]([C@H:11]([NH2:10])[CH3:12])[N:17]=1. (3) Reactant: O=[O+][O-].CO[C:6]([C:8]1[CH:12]=[C:11]([Br:13])[N:10]([CH:14]([CH3:16])[CH3:15])[C:9]=1[CH:17]([C:19]1[CH:24]=[CH:23][C:22]([Cl:25])=[CH:21][CH:20]=1)O)=[O:7].[CH3:26][N:27]1[CH:31]=[C:30]([NH2:32])[C:29]([CH3:33])=[N:28]1.C(OC(C1C=CN(C(C)C)C=1C(C1C=CC(Cl)=CC=1)O)=O)C.NC1C=C(Cl)C(=O)N(CC2C=CC(OC)=CC=2)C=1.O(S(C)(=O)=O)S(C)(=O)=O. Product: [Br:13][C:11]1[N:10]([CH:14]([CH3:16])[CH3:15])[C:9]2[CH:17]([C:19]3[CH:24]=[CH:23][C:22]([Cl:25])=[CH:21][CH:20]=3)[N:32]([C:30]3[C:29]([CH3:33])=[N:28][N:27]([CH3:26])[CH:31]=3)[C:6](=[O:7])[C:8]=2[CH:12]=1. The catalyst class is: 424. (4) Reactant: CON(C)[C:4]([C:6]1[C:11](=[O:12])[C:10]([CH3:13])=[CH:9][N:8]([C:14]2[CH:19]=[CH:18][CH:17]=[C:16]([C:20]([F:23])([F:22])[F:21])[CH:15]=2)[N:7]=1)=[O:5].[CH3:25][Mg]Br. Product: [C:4]([C:6]1[C:11](=[O:12])[C:10]([CH3:13])=[CH:9][N:8]([C:14]2[CH:19]=[CH:18][CH:17]=[C:16]([C:20]([F:21])([F:22])[F:23])[CH:15]=2)[N:7]=1)(=[O:5])[CH3:25]. The catalyst class is: 1. (5) Reactant: [CH3:1][C@@H:2]1[NH:7][CH2:6][CH2:5][N:4](C(OC(C)(C)C)=O)[CH2:3]1.[CH2:15](Br)[C:16]1[CH:21]=[CH:20][CH:19]=[CH:18][CH:17]=1.C(N(CC)CC)C. Product: [CH2:15]([N:7]1[CH2:6][CH2:5][NH:4][CH2:3][C@@H:2]1[CH3:1])[C:16]1[CH:21]=[CH:20][CH:19]=[CH:18][CH:17]=1. The catalyst class is: 10. (6) Reactant: C(OC([N:8]([CH2:28][C:29]1[CH:34]=[CH:33][CH:32]=[CH:31][N:30]=1)[CH2:9][C:10]1[CH:15]=[CH:14][C:13]([CH2:16][NH:17][CH:18]2[C:27]3[N:26]=[CH:25][CH:24]=[CH:23][C:22]=3[CH2:21][CH2:20][CH2:19]2)=[CH:12][CH:11]=1)=O)(C)(C)C.[N:35]1[CH:40]=[CH:39][N:38]=[CH:37][C:36]=1[C:41]([OH:43])=O.C(N(CC)C(C)C)(C)C.O.ON1C2C=CC=CC=2N=N1.Cl.CN(C)CCCN=C=NCC. Product: [N:30]1[CH:31]=[CH:32][CH:33]=[CH:34][C:29]=1[CH2:28][NH:8][CH2:9][C:10]1[CH:11]=[CH:12][C:13]([CH2:16][N:17]([CH:18]2[C:27]3[N:26]=[CH:25][CH:24]=[CH:23][C:22]=3[CH2:21][CH2:20][CH2:19]2)[C:41]([C:36]2[CH:37]=[N:38][CH:39]=[CH:40][N:35]=2)=[O:43])=[CH:14][CH:15]=1. The catalyst class is: 2. (7) Reactant: [I:1][C:2]1[CH:3]=[C:4]2[C:8](=[CH:9][CH:10]=1)[NH:7][CH:6]=[CH:5]2.[H-].[Na+].[F:13][CH:14]([F:26])[O:15][C:16]1[CH:21]=[CH:20][C:19]([S:22](Cl)(=[O:24])=[O:23])=[CH:18][CH:17]=1.O. Product: [F:26][CH:14]([F:13])[O:15][C:16]1[CH:17]=[CH:18][C:19]([S:22]([N:7]2[C:8]3[C:4](=[CH:3][C:2]([I:1])=[CH:10][CH:9]=3)[CH:5]=[CH:6]2)(=[O:24])=[O:23])=[CH:20][CH:21]=1. The catalyst class is: 9. (8) Reactant: S(O)(=O)(=O)C.[NH2:6][C@@H:7]([CH2:23][C:24]1[CH:29]=[CH:28][C:27]([OH:30])=[C:26]([OH:31])[CH:25]=1)[C:8]([O:10][CH2:11][C@H:12]([O:14][C:15]([C:17]1[CH:22]=[CH:21][CH:20]=[CH:19][CH:18]=1)=[O:16])[CH3:13])=[O:9].C([N+](CCCC)(CCCC)CCCC)CCC.OC1C=C(C[C@H](N[C:63]([O:65][C:66]([CH3:69])([CH3:68])[CH3:67])=[O:64])C([O-])=O)C=CC=1O.C(=O)(O)[O-].[Cs+]. Product: [C:66]([O:65][C:63]([NH:6][C@@H:7]([CH2:23][C:24]1[CH:29]=[CH:28][C:27]([OH:30])=[C:26]([OH:31])[CH:25]=1)[C:8]([O:10][CH2:11][C@H:12]([O:14][C:15]([C:17]1[CH:22]=[CH:21][CH:20]=[CH:19][CH:18]=1)=[O:16])[CH3:13])=[O:9])=[O:64])([CH3:69])([CH3:68])[CH3:67]. The catalyst class is: 80. (9) Reactant: C(=O)([O-])[O-].[K+].[K+].[Cl:7][C:8]1[CH:9]=[C:10]([CH:22]=[CH:23][C:24]=1[NH:25][CH2:26][CH2:27][OH:28])[C:11]([NH:13][C:14]1[CH:19]=[CH:18][C:17]([CH3:20])=[C:16]([OH:21])[CH:15]=1)=[O:12].[CH2:29]([O:31][C:32]([C:34]1[C:35]2[S:43][CH:42]=[C:41]([CH2:44]Br)[C:36]=2[C:37]([Cl:40])=[N:38][CH:39]=1)=[O:33])[CH3:30]. Product: [CH2:29]([O:31][C:32]([C:34]1[C:35]2[S:43][CH:42]=[C:41]([CH2:44][O:21][C:16]3[CH:15]=[C:14]([NH:13][C:11](=[O:12])[C:10]4[CH:22]=[CH:23][C:24]([NH:25][CH2:26][CH2:27][OH:28])=[C:8]([Cl:7])[CH:9]=4)[CH:19]=[CH:18][C:17]=3[CH3:20])[C:36]=2[C:37]([Cl:40])=[N:38][CH:39]=1)=[O:33])[CH3:30]. The catalyst class is: 9.